From a dataset of Forward reaction prediction with 1.9M reactions from USPTO patents (1976-2016). Predict the product of the given reaction. (1) Given the reactants [OH:1][C@:2]1([CH2:9][NH:10][C:11]([C:13]2[C:14]3[CH:15]=[CH:16][C:17](Cl)=[N:18][C:19]=3[CH:20]=[CH:21][C:22]=2[Cl:23])=[O:12])[CH2:7][CH2:6][CH2:5][C@@H:4]([CH3:8])[CH2:3]1.CCN(C(C)C)C(C)C.[OH:34][CH2:35][CH2:36][CH:37]1[CH2:41][CH2:40][NH:39][CH2:38]1, predict the reaction product. The product is: [OH:1][C@:2]1([CH2:9][NH:10][C:11]([C:13]2[C:14]3[CH:15]=[CH:16][C:17]([N:39]4[CH2:40][CH2:41][CH:37]([CH2:36][CH2:35][OH:34])[CH2:38]4)=[N:18][C:19]=3[CH:20]=[CH:21][C:22]=2[Cl:23])=[O:12])[CH2:7][CH2:6][CH2:5][C@@H:4]([CH3:8])[CH2:3]1. (2) Given the reactants [F:1][C:2]1[C:11]([OH:12])=[C:10]2[C:5]([CH:6]=[CH:7][C:8]([O:13]C)=[N:9]2)=[C:4](/[CH:15]=[CH:16]/[C:17]([O:19][CH2:20][CH3:21])=[O:18])[CH:3]=1.[H-].[Na+].S(C1C=CC([N+]([O-])=O)=CC=1)([O:27][CH2:28][C@H:29]1O[CH2:30]1)(=O)=O, predict the reaction product. The product is: [F:1][C:2]1[C:11]2[O:12][CH2:30][C@@H:29]([CH2:28][OH:27])[N:9]3[C:10]=2[C:5]([CH:6]=[CH:7][C:8]3=[O:13])=[C:4](/[CH:15]=[CH:16]/[C:17]([O:19][CH2:20][CH3:21])=[O:18])[CH:3]=1. (3) The product is: [N:16]([CH2:2][C:3]1[N:4]=[N:5][C:6]([C:9]2[C:14]([Cl:15])=[CH:13][CH:12]=[CH:11][N:10]=2)=[CH:7][CH:8]=1)=[N+:17]=[N-:18]. Given the reactants Cl[CH2:2][C:3]1[N:4]=[N:5][C:6]([C:9]2[C:14]([Cl:15])=[CH:13][CH:12]=[CH:11][N:10]=2)=[CH:7][CH:8]=1.[N-:16]=[N+:17]=[N-:18].[Na+].O, predict the reaction product. (4) Given the reactants BrC1C=CC(F)=C([C@]2(C)C3[C@](C(O)=O)(C3)SC(N(C(OC(C)(C)C)=O)COCC[Si](C)(C)C)=N2)C=1.[C:36]([O:40][C:41]([N:43]([CH2:78][O:79][CH2:80][CH2:81][Si:82]([CH3:85])([CH3:84])[CH3:83])[C:44]1[S:45][C@:46]2([C:74]([O:76]C)=[O:75])[C@H:48]([C@:49]([C:52]3[CH:57]=[C:56]([NH:58][C:59]([C:61]4[CH:66]=[N:65][C:64]([O:67][CH2:68][C:69]([F:72])([F:71])[F:70])=[CH:63][N:62]=4)=[O:60])[CH:55]=[CH:54][C:53]=3[F:73])([CH3:51])[N:50]=1)[CH2:47]2)=[O:42])([CH3:39])([CH3:38])[CH3:37], predict the reaction product. The product is: [C:36]([O:40][C:41]([N:43]([CH2:78][O:79][CH2:80][CH2:81][Si:82]([CH3:85])([CH3:84])[CH3:83])[C:44]1[S:45][C@:46]2([C:74]([OH:76])=[O:75])[C@H:48]([C@:49]([C:52]3[CH:57]=[C:56]([NH:58][C:59]([C:61]4[CH:66]=[N:65][C:64]([O:67][CH2:68][C:69]([F:71])([F:70])[F:72])=[CH:63][N:62]=4)=[O:60])[CH:55]=[CH:54][C:53]=3[F:73])([CH3:51])[N:50]=1)[CH2:47]2)=[O:42])([CH3:39])([CH3:38])[CH3:37]. (5) Given the reactants C[O:2][C:3]([CH:5]1[CH:9]([C:10]2[S:11][CH:12]=[C:13]([Br:15])[CH:14]=2)[CH2:8][N:7]([CH:16]([C:18]2[CH:23]=[CH:22][CH:21]=[CH:20][CH:19]=2)[CH3:17])[CH2:6]1)=[O:4].C1NCC2C1CC1C(C#N)=CSC=12, predict the reaction product. The product is: [Br:15][C:13]1[CH:14]=[C:10]([CH:9]2[CH2:8][N:7]([CH:16]([C:18]3[CH:19]=[CH:20][CH:21]=[CH:22][CH:23]=3)[CH3:17])[CH2:6][CH:5]2[C:3]([OH:4])=[O:2])[S:11][CH:12]=1. (6) Given the reactants [C:1]1([N:7]2[C:19]3[CH:18]=[CH:17][C:16]([C:20]4[CH:21]=[CH:22][C:23]5[NH:24][C:25]6[C:30]([C:31]=5[CH:32]=4)=[CH:29][CH:28]=[CH:27][CH:26]=6)=[CH:15][C:14]=3[C:13]3[C:8]2=[CH:9][CH:10]=[CH:11][CH:12]=3)[CH:6]=[CH:5][CH:4]=[CH:3][CH:2]=1.[Br:33][C:34]1[CH:39]=[CH:38][C:37](I)=[CH:36][CH:35]=1.C(=O)([O-])[O-].[K+].[K+].[Na], predict the reaction product. The product is: [Br:33][C:34]1[CH:39]=[CH:38][C:37]([N:24]2[C:23]3[CH:22]=[CH:21][C:20]([C:16]4[CH:17]=[CH:18][C:19]5[N:7]([C:1]6[CH:6]=[CH:5][CH:4]=[CH:3][CH:2]=6)[C:8]6[C:13]([C:14]=5[CH:15]=4)=[CH:12][CH:11]=[CH:10][CH:9]=6)=[CH:32][C:31]=3[C:30]3[C:25]2=[CH:26][CH:27]=[CH:28][CH:29]=3)=[CH:36][CH:35]=1. (7) The product is: [CH2:54]([O:53][C:50]1[CH:51]=[CH:52][C:43]([C@@H:34]([OH:35])[CH2:33][NH:7][CH:8]([CH3:32])[CH2:9][C:10]2[CH:11]=[C:12]([NH:16][C:17]([NH:19][C:20]3[CH:25]=[CH:24][CH:23]=[CH:22][C:21]=3[C:26]3[CH:27]=[CH:28][CH:29]=[CH:30][CH:31]=3)=[O:18])[CH:13]=[CH:14][CH:15]=2)=[C:44]2[C:49]=1[NH:48][C:47](=[O:61])[CH:46]=[CH:45]2)[C:55]1[CH:56]=[CH:57][CH:58]=[CH:59][CH:60]=1. Given the reactants C(OC(=O)[N:7]([CH2:33][C@@H:34]([C:43]1[CH:52]=[CH:51][C:50]([O:53][CH2:54][C:55]2[CH:60]=[CH:59][CH:58]=[CH:57][CH:56]=2)=[C:49]2[C:44]=1[CH:45]=[CH:46][C:47](=[O:61])[NH:48]2)[O:35][Si](C(C)(C)C)(C)C)[CH:8]([CH3:32])[CH2:9][C:10]1[CH:15]=[CH:14][CH:13]=[C:12]([NH:16][C:17]([NH:19][C:20]2[CH:25]=[CH:24][CH:23]=[CH:22][C:21]=2[C:26]2[CH:31]=[CH:30][CH:29]=[CH:28][CH:27]=2)=[O:18])[CH:11]=1)(C)(C)C.Cl.C(OC1C=CC([C@@H](O)CNCCC2C=C(NC(NC(C3C=CC=CC=3)C3C=CC=CC=3)=O)C=CC=2)=C2C=1NC(=O)C=C2)C1C=CC=CC=1, predict the reaction product.